Dataset: Forward reaction prediction with 1.9M reactions from USPTO patents (1976-2016). Task: Predict the product of the given reaction. (1) Given the reactants [NH:1]([C:3]([CH:5]1[CH2:10][CH2:9][N:8]([C:11](OC(C)(C)C)=O)[CH2:7][CH2:6]1)=O)[NH2:2].[N:18]1[CH:23]=[CH:22][CH:21]=[CH:20][C:19]=1[C:24]#[N:25].[CH2:26]([C:28]1[N:50]=[C:31]2[N:32]=[C:33]([C:42]3[CH:49]=[CH:48][C:45](C=O)=[CH:44][CH:43]=3)[C:34]([C:36]3[CH:41]=[CH:40][CH:39]=[CH:38][CH:37]=3)=[CH:35][N:30]2[N:29]=1)[CH3:27].[BH-](OC(C)=O)(OC(C)=O)OC(C)=O.[Na+], predict the reaction product. The product is: [CH2:26]([C:28]1[N:50]=[C:31]2[N:32]=[C:33]([C:42]3[CH:49]=[CH:48][C:45]([CH2:11][N:8]4[CH2:7][CH2:6][CH:5]([C:3]5[N:25]=[C:24]([C:19]6[CH:20]=[CH:21][CH:22]=[CH:23][N:18]=6)[NH:2][N:1]=5)[CH2:10][CH2:9]4)=[CH:44][CH:43]=3)[C:34]([C:36]3[CH:41]=[CH:40][CH:39]=[CH:38][CH:37]=3)=[CH:35][N:30]2[N:29]=1)[CH3:27]. (2) The product is: [CH3:1][O:2][C:3]1[CH:8]=[N:7][CH:6]=[C:5]([CH:9]([OH:10])[C:12]([F:14])([F:13])[F:11])[CH:4]=1. Given the reactants [CH3:1][O:2][C:3]1[CH:4]=[C:5]([CH:9]=[O:10])[CH:6]=[N:7][CH:8]=1.[F:11][C:12]([Si](C)(C)C)([F:14])[F:13].[F-].C([N+](CCCC)(CCCC)CCCC)CCC, predict the reaction product. (3) The product is: [CH:2]([CH:3]1[CH2:4][CH:5]2[C:6]3([CH3:14])[CH2:7][CH2:8][CH2:9][CH:12]2[CH2:13][C:10]13[CH3:11])([CH3:15])[CH3:1]. Given the reactants [CH3:1][C:2]1([CH3:15])[CH:8]2[CH:9]3[CH2:12][CH2:13][CH:7]2[C:6]([CH3:14])([C:10]3=[CH2:11])[CH2:5][CH2:4][CH2:3]1.BrCC(O)=O, predict the reaction product. (4) Given the reactants F[CH2:2][CH2:3][O:4][C@@H:5]1[C:10]2[CH:11]=[CH:12][C:13]3[N:14]([CH3:19])[C:15]([CH3:18])=[N:16][C:17]=3[C:9]=2[O:8][C@H:7]([C:20]2[CH:25]=[CH:24][CH:23]=[CH:22][CH:21]=2)[C@H:6]1[OH:26].[H-].[Na+], predict the reaction product. The product is: [CH3:18][C:15]1[N:14]([CH3:19])[C:13]2[C:17](=[C:9]3[C:10](=[CH:11][CH:12]=2)[C@@H:5]2[C@H:6]([O:26][CH2:2][CH2:3][O:4]2)[C@@H:7]([C:20]2[CH:25]=[CH:24][CH:23]=[CH:22][CH:21]=2)[O:8]3)[N:16]=1. (5) Given the reactants [Si:1]([O:8][C:9]1[CH:14]=[C:13]([O:15][Si:16]([C:19]([CH3:22])([CH3:21])[CH3:20])([CH3:18])[CH3:17])[CH:12]=[CH:11][C:10]=1[CH:23]1[CH2:28][CH2:27][CH2:26][CH2:25][C:24]1=O)([C:4]([CH3:7])([CH3:6])[CH3:5])([CH3:3])[CH3:2].Cl.[NH2:31][OH:32].C(N(CC)CC)C, predict the reaction product. The product is: [Si:1]([O:8][C:9]1[CH:14]=[C:13]([O:15][Si:16]([C:19]([CH3:22])([CH3:21])[CH3:20])([CH3:18])[CH3:17])[CH:12]=[CH:11][C:10]=1[CH:23]1[CH2:28][CH2:27][CH2:26][CH2:25][C:24]1=[N:31][OH:32])([C:4]([CH3:7])([CH3:6])[CH3:5])([CH3:3])[CH3:2]. (6) Given the reactants [CH2:1]([O:3][C:4](=[O:18])[CH:5]=[CH:6][C:7]1[C:8](Cl)=[N:9][C:10]([C:13]([F:16])([F:15])[F:14])=[CH:11][CH:12]=1)[CH3:2].C1C=CC(P(C2C=CC=CC=2)C2C=CC=CC=2)=CC=1.CCN(CC)CC.[CH3:45][Si:46]([C:49]#[CH:50])([CH3:48])[CH3:47], predict the reaction product. The product is: [CH2:1]([O:3][C:4](=[O:18])[CH:5]=[CH:6][C:7]1[C:8]([C:50]#[C:49][Si:46]([CH3:48])([CH3:47])[CH3:45])=[N:9][C:10]([C:13]([F:16])([F:15])[F:14])=[CH:11][CH:12]=1)[CH3:2]. (7) Given the reactants Br[C:2]1[C:9]([C:10]#[N:11])=[C:8]([O:12]C(C)C)[C:7]([O:16]C(C)C)=[CH:6][C:3]=1[C:4]#[N:5].[OH:20][C:21]1[CH:26]=[CH:25][C:24]([C:27]([F:30])([F:29])[F:28])=[CH:23][CH:22]=1, predict the reaction product. The product is: [OH:12][C:8]1[C:7]([OH:16])=[CH:6][C:3]([C:4]#[N:5])=[C:2]([O:20][C:21]2[CH:26]=[CH:25][C:24]([C:27]([F:28])([F:29])[F:30])=[CH:23][CH:22]=2)[C:9]=1[C:10]#[N:11].